From a dataset of Forward reaction prediction with 1.9M reactions from USPTO patents (1976-2016). Predict the product of the given reaction. (1) Given the reactants C([N:8]1[CH2:12][C@H:11]([N:13]2[CH2:18][C:17]([F:20])([F:19])[CH2:16][CH2:15][C:14]2=[O:21])[C@@H:10]([NH:22][C:23](=[O:29])[O:24][C:25]([CH3:28])([CH3:27])[CH3:26])[CH2:9]1)C1C=CC=CC=1.C([O-])=O.[NH4+], predict the reaction product. The product is: [F:20][C:17]1([F:19])[CH2:18][N:13]([C@H:11]2[CH2:12][NH:8][CH2:9][C@@H:10]2[NH:22][C:23](=[O:29])[O:24][C:25]([CH3:28])([CH3:26])[CH3:27])[C:14](=[O:21])[CH2:15][CH2:16]1. (2) Given the reactants [F:1][C:2]1[CH:3]=[C:4]2[C:9](=[CH:10][C:11]=1F)[N:8]=[CH:7][NH:6][C:5]2=[O:13].[NH:14]1[CH2:19][CH2:18][O:17][CH2:16][CH2:15]1, predict the reaction product. The product is: [F:1][C:2]1[CH:3]=[C:4]2[C:9](=[CH:10][C:11]=1[N:14]1[CH2:19][CH2:18][O:17][CH2:16][CH2:15]1)[N:8]=[CH:7][NH:6][C:5]2=[O:13]. (3) The product is: [C:49]([OH:56])(=[O:55])/[CH:50]=[CH:51]/[C:52]([OH:54])=[O:53].[CH:22]1([NH:21][C:20](=[O:28])[C@H:18]([CH3:19])[CH2:17][C@H:16]([OH:29])[C@@H:15]([NH2:14])[CH2:30][N:31]2[CH2:36][C:35](=[O:37])[N:34]([C:38]3[CH:43]=[C:42]([F:44])[CH:41]=[CH:40][C:39]=3[CH3:45])[CH2:33][C:32]2([CH3:47])[CH3:46])[CH2:27][CH2:26][CH2:25][CH2:24][CH2:23]1.[NH2:87][C@@H:68]([CH2:69][N:70]1[CH2:75][C:74](=[O:76])[N:73]([C:77]2[CH:82]=[C:81]([F:83])[CH:80]=[CH:79][C:78]=2[CH3:84])[CH2:72][C:71]1([CH3:85])[CH3:86])[C@@H:67]([OH:88])[CH2:66][C@@H:65]([CH3:89])[C:64]([NH:63][CH:57]1[CH2:58][CH2:59][CH2:60][CH2:61][CH2:62]1)=[O:90]. Given the reactants FC(F)(F)C(O)=O.C(OC(=O)[NH:14][C@@H:15]([CH2:30][N:31]1[CH2:36][C:35](=[O:37])[N:34]([C:38]2[CH:43]=[C:42]([F:44])[CH:41]=[CH:40][C:39]=2[CH3:45])[CH2:33][C:32]1([CH3:47])[CH3:46])[C@@H:16]([OH:29])[CH2:17][C@H:18]([C:20](=[O:28])[NH:21][CH:22]1[CH2:27][CH2:26][CH2:25][CH2:24][CH2:23]1)[CH3:19])(C)(C)C.[C:49]([OH:56])(=[O:55])/[CH:50]=[CH:51]/[C:52]([OH:54])=[O:53].[CH:57]1([NH:63][C:64](=[O:90])[C@H:65]([CH3:89])[CH2:66][C@H:67]([OH:88])[C@@H:68]([NH2:87])[CH2:69][N:70]2[CH2:75][C:74](=[O:76])[N:73]([C:77]3[CH:82]=[C:81]([F:83])[CH:80]=[CH:79][C:78]=3[CH3:84])[CH2:72][C:71]2([CH3:86])[CH3:85])[CH2:62][CH2:61][CH2:60][CH2:59][CH2:58]1, predict the reaction product. (4) Given the reactants FC1C(O[C:9](=[O:31])[C:10]2[C:19]([NH:20][C:21]3[CH:26]=[CH:25][C:24]([I:27])=[CH:23][C:22]=3[CH3:28])=[C:18]([F:29])[C:17]([F:30])=[C:12]([C:13]([NH:15][CH3:16])=[O:14])[CH:11]=2)=C(F)C(F)=C(F)C=1F.Cl.C1(C[NH2:41])CC1.C(N(CC)C(C)C)(C)C.[CH2:51]1[CH2:55][O:54][CH2:53][CH2:52]1, predict the reaction product. The product is: [CH:51]1([CH2:55][O:54][NH:41][C:9](=[O:31])[C:10]2[C:19]([NH:20][C:21]3[CH:26]=[CH:25][C:24]([I:27])=[CH:23][C:22]=3[CH3:28])=[C:18]([F:29])[C:17]([F:30])=[C:12]([C:13]([NH:15][CH3:16])=[O:14])[CH:11]=2)[CH2:52][CH2:53]1. (5) Given the reactants Br[C:2]1[C:11]2[C:6](=[CH:7][CH:8]=[CH:9][CH:10]=2)[N:5]=[C:4]([C:12]2[CH:17]=[C:16]([Cl:18])[CH:15]=[CH:14][C:13]=2[F:19])[CH:3]=1.[CH3:20][O:21][C:22]1[CH:23]=[N:24][CH:25]=[CH:26][C:27]=1[NH2:28].C([O-])([O-])=O.[Cs+].[Cs+], predict the reaction product. The product is: [Cl:18][C:16]1[CH:15]=[CH:14][C:13]([F:19])=[C:12]([C:4]2[CH:3]=[C:2]([NH:28][C:27]3[CH:26]=[CH:25][N:24]=[CH:23][C:22]=3[O:21][CH3:20])[C:11]3[C:6](=[CH:7][CH:8]=[CH:9][CH:10]=3)[N:5]=2)[CH:17]=1. (6) Given the reactants [NH2:1]S(N)(=O)=O.[Br:6][C:7]1[CH:8]=[C:9]2[C:13](=[CH:14][CH:15]=1)[NH:12][C:11](C(N)=O)=[C:10]2[CH:19]1[CH2:24][CH2:23][N:22]([S:25]([CH2:28][CH2:29][CH2:30]Cl)(=[O:27])=[O:26])[CH2:21][CH2:20]1.[NH:32]1[CH2:36][CH2:35][CH2:34][CH2:33]1.[C:37]([O-:40])([O-])=O.[K+].[K+], predict the reaction product. The product is: [Br:6][C:7]1[CH:8]=[C:9]2[C:13](=[C:14]([C:37]([NH2:1])=[O:40])[CH:15]=1)[NH:12][CH:11]=[C:10]2[CH:19]1[CH2:20][CH2:21][N:22]([S:25]([CH2:28][CH2:29][CH2:30][N:32]2[CH2:36][CH2:35][CH2:34][CH2:33]2)(=[O:27])=[O:26])[CH2:23][CH2:24]1. (7) Given the reactants [C:1]([O:10][CH2:11][CH3:12])(=[O:9])[CH2:2][CH2:3][CH:4]=CCCC.CSC.C[OH:17], predict the reaction product. The product is: [CH2:11]([O:10][C:1](=[O:9])[CH2:2][CH2:3][CH:4]=[O:17])[CH3:12]. (8) Given the reactants [NH:1]1[CH2:6][CH2:5][O:4][CH2:3][CH2:2]1.Cl[C:8]1[C:13](=[O:14])[N:12]([CH3:15])[CH:11]=[C:10]2[C:16](=[O:32])[N:17]([CH2:20][CH2:21][C:22]3[CH:31]=[CH:30][C:29]4[C:24](=[CH:25][CH:26]=[CH:27][CH:28]=4)[N:23]=3)[C:18](=[O:19])[C:9]=12, predict the reaction product. The product is: [CH3:15][N:12]1[C:13](=[O:14])[C:8]([N:1]2[CH2:6][CH2:5][O:4][CH2:3][CH2:2]2)=[C:9]2[C:18](=[O:19])[N:17]([CH2:20][CH2:21][C:22]3[CH:31]=[CH:30][C:29]4[C:24](=[CH:25][CH:26]=[CH:27][CH:28]=4)[N:23]=3)[C:16](=[O:32])[C:10]2=[CH:11]1. (9) Given the reactants CCCC[N+](CCCC)(CCCC)CCCC.[F-].C[Si](C)(C)[C:21]#[C:22][CH2:23][CH2:24][N:25]1[CH:33]=[C:32]2[C:27]([CH:28]=[CH:29][CH:30]=[CH:31]2)=[N:26]1.C[Si](C)(C)C#CCCN1C2C(=CC=CC=2)C=N1.C(N1C2C(=CC=CC=2)C=N1)CC#C, predict the reaction product. The product is: [CH2:24]([N:25]1[CH:33]=[C:32]2[C:27]([CH:28]=[CH:29][CH:30]=[CH:31]2)=[N:26]1)[CH2:23][C:22]#[CH:21]. (10) The product is: [CH3:14][N:13]([CH3:15])[CH2:12][CH2:11][C:5]1[C:4]2[C:8](=[CH:9][CH:10]=[C:2]([C:16]#[N:17])[CH:3]=2)[NH:7][CH:6]=1. Given the reactants Br[C:2]1[CH:3]=[C:4]2[C:8](=[CH:9][CH:10]=1)[NH:7][CH:6]=[C:5]2[CH2:11][CH2:12][N:13]([CH3:15])[CH3:14].[CH3:16][N:17](C)C=O.C(P(C(C)(C)C)C(C)(C)C)(C)(C)C, predict the reaction product.